Dataset: Peptide-MHC class I binding affinity with 185,985 pairs from IEDB/IMGT. Task: Regression. Given a peptide amino acid sequence and an MHC pseudo amino acid sequence, predict their binding affinity value. This is MHC class I binding data. (1) The peptide sequence is KEMGFSPRL. The MHC is HLA-C04:01 with pseudo-sequence HLA-C04:01. The binding affinity (normalized) is 0.213. (2) The peptide sequence is EMETLQSQL. The MHC is HLA-A02:01 with pseudo-sequence HLA-A02:01. The binding affinity (normalized) is 0.195. (3) The MHC is HLA-A02:19 with pseudo-sequence HLA-A02:19. The peptide sequence is LMQDCAIKA. The binding affinity (normalized) is 0.851.